Predict which catalyst facilitates the given reaction. From a dataset of Catalyst prediction with 721,799 reactions and 888 catalyst types from USPTO. (1) Reactant: C(OC(=O)[NH:5][C:6]1[N:7]=[N:8][N:9]([CH2:11][C:12]2[C:17]([F:18])=[CH:16][CH:15]=[CH:14][C:13]=2[F:19])[CH:10]=1)C.[OH-].[Na+].CCO.Cl. Product: [F:19][C:13]1[CH:14]=[CH:15][CH:16]=[C:17]([F:18])[C:12]=1[CH2:11][N:9]1[CH:10]=[C:6]([NH2:5])[N:7]=[N:8]1. The catalyst class is: 170. (2) Reactant: Cl[C:2]1[N:7]=[CH:6][C:5]([C:8]2[CH:13]=[CH:12][N:11]=[C:10]([NH:14][C:15]3[CH:16]=[C:17]([NH:22][C:23](=[O:34])[C:24]4[CH:29]=[CH:28][CH:27]=[C:26]([C:30]([F:33])([F:32])[F:31])[CH:25]=4)[CH:18]=[CH:19][C:20]=3[CH3:21])[N:9]=2)=[CH:4][CH:3]=1.[NH:35]1[CH2:40][CH2:39][O:38][CH2:37][CH2:36]1. Product: [CH3:21][C:20]1[CH:19]=[CH:18][C:17]([NH:22][C:23](=[O:34])[C:24]2[CH:29]=[CH:28][CH:27]=[C:26]([C:30]([F:31])([F:33])[F:32])[CH:25]=2)=[CH:16][C:15]=1[NH:14][C:10]1[N:9]=[C:8]([C:5]2[CH:6]=[N:7][C:2]([N:35]3[CH2:40][CH2:39][O:38][CH2:37][CH2:36]3)=[CH:3][CH:4]=2)[CH:13]=[CH:12][N:11]=1. The catalyst class is: 6. (3) Reactant: Br[C:2]1[CH:7]=[CH:6][C:5]([O:8][CH3:9])=[CH:4][C:3]=1[CH3:10].[C:11]([C:13]1[CH:18]=[CH:17][C:16](B(O)O)=[CH:15][CH:14]=1)#[N:12].[Na].O1CCCC1. Product: [CH3:9][O:8][C:5]1[CH:6]=[CH:7][C:2]([C:16]2[CH:17]=[CH:18][C:13]([C:11]#[N:12])=[CH:14][CH:15]=2)=[C:3]([CH3:10])[CH:4]=1. The catalyst class is: 6. (4) Reactant: [Cl:1][C:2]1[CH:26]=[CH:25][C:5]2[N:6]=[C:7]([N:9]3[C:13](=[O:14])[C:12](=[CH:15][N:16](C)C)[C:11]([C:19]4[CH:24]=[CH:23][CH:22]=[CH:21][CH:20]=4)=[N:10]3)[S:8][C:4]=2[CH:3]=1. Product: [NH2:16][CH:15]=[C:12]1[C:11]([C:19]2[CH:24]=[CH:23][CH:22]=[CH:21][CH:20]=2)=[N:10][N:9]([C:7]2[S:8][C:4]3[CH:3]=[C:2]([Cl:1])[CH:26]=[CH:25][C:5]=3[N:6]=2)[C:13]1=[O:14]. The catalyst class is: 547. (5) Reactant: [N:1]([CH2:4][C:5]1[N:10]=[CH:9][C:8]([C:11]2[CH:20]=[CH:19][CH:18]=[CH:17][C:12]=2[C:13]([O:15][CH3:16])=[O:14])=[CH:7][CH:6]=1)=[N+]=[N-]. Product: [NH2:1][CH2:4][C:5]1[N:10]=[CH:9][C:8]([C:11]2[CH:20]=[CH:19][CH:18]=[CH:17][C:12]=2[C:13]([O:15][CH3:16])=[O:14])=[CH:7][CH:6]=1. The catalyst class is: 319. (6) Reactant: [CH:1]1[C:13]2[CH:12]([CH2:14][O:15][C:16]([NH:18][C@H:19]([C:25]([O:27][C:28]([CH3:31])([CH3:30])[CH3:29])=[O:26])[CH2:20][CH2:21][C:22]([OH:24])=O)=[O:17])[C:11]3[C:6](=[CH:7][CH:8]=[CH:9][CH:10]=3)[C:5]=2[CH:4]=[CH:3][CH:2]=1.[NH2:32][CH2:33][CH2:34][O:35][CH2:36][CH2:37][O:38][CH2:39][CH2:40][O:41][CH2:42][CH2:43][NH:44][C:45](=[O:51])[O:46][C:47]([CH3:50])([CH3:49])[CH3:48].C(N(CC)C(C)C)(C)C.F[P-](F)(F)(F)(F)F.C[N+](C)=C(N(C)C)ON1C2C=CC=CC=2N=N1. Product: [CH:1]1[C:13]2[CH:12]([CH2:14][O:15][C:16](=[O:17])[NH:18][C@H:19]([C:25]([O:27][C:28]([CH3:29])([CH3:31])[CH3:30])=[O:26])[CH2:20][CH2:21][C:22](=[O:24])[NH:32][CH2:33][CH2:34][O:35][CH2:36][CH2:37][O:38][CH2:39][CH2:40][O:41][CH2:42][CH2:43][NH:44][C:45](=[O:51])[O:46][C:47]([CH3:49])([CH3:48])[CH3:50])[C:11]3[C:6](=[CH:7][CH:8]=[CH:9][CH:10]=3)[C:5]=2[CH:4]=[CH:3][CH:2]=1. The catalyst class is: 1. (7) Reactant: [O:1]=[C:2]([N:19]1[C:27]2[C:22](=[C:23]([C:34]3[O:35][C:36](=[O:39])[NH:37][N:38]=3)[CH:24]=[C:25]([C:28]3[CH:33]=[CH:32][N:31]=[CH:30][CH:29]=3)[CH:26]=2)[CH2:21][CH2:20]1)[C@@H:3]([NH:11]C(=O)OC(C)(C)C)[CH2:4][C:5]1[CH:10]=[CH:9][CH:8]=[CH:7][CH:6]=1.[C:40]([OH:46])([C:42]([F:45])([F:44])[F:43])=[O:41]. Product: [OH:46][C:40]([C:42]([F:45])([F:44])[F:43])=[O:41].[NH2:11][C@@H:3]([CH2:4][C:5]1[CH:6]=[CH:7][CH:8]=[CH:9][CH:10]=1)[C:2]([N:19]1[C:27]2[C:22](=[C:23]([C:34]3[O:35][C:36](=[O:39])[NH:37][N:38]=3)[CH:24]=[C:25]([C:28]3[CH:33]=[CH:32][N:31]=[CH:30][CH:29]=3)[CH:26]=2)[CH2:21][CH2:20]1)=[O:1]. The catalyst class is: 2.